Dataset: Full USPTO retrosynthesis dataset with 1.9M reactions from patents (1976-2016). Task: Predict the reactants needed to synthesize the given product. Given the product [F:7][C:8]1[CH:15]=[C:14]([F:16])[CH:13]=[CH:12][C:9]=1[CH2:10][O:17][C:18]1[N:19]=[C:20]([S:36][CH3:37])[N:21]([C:25]2[CH:26]=[C:27]([CH:32]=[CH:33][C:34]=2[CH3:35])[C:28]([O:30][CH3:31])=[O:29])[C:22](=[O:24])[CH:23]=1, predict the reactants needed to synthesize it. The reactants are: C(=O)([O-])[O-].[K+].[K+].[F:7][C:8]1[CH:15]=[C:14]([F:16])[CH:13]=[CH:12][C:9]=1[CH2:10]Br.[OH:17][C:18]1[N:19]=[C:20]([S:36][CH3:37])[N:21]([C:25]2[CH:26]=[C:27]([CH:32]=[CH:33][C:34]=2[CH3:35])[C:28]([O:30][CH3:31])=[O:29])[C:22](=[O:24])[CH:23]=1.